Dataset: Forward reaction prediction with 1.9M reactions from USPTO patents (1976-2016). Task: Predict the product of the given reaction. The product is: [F:1][C:2]1[CH:3]=[C:4]([CH2:9][CH2:10][C:11](=[O:12])[C:13]2[S:14][C:15]([C:18]3[CH:23]=[CH:22][C:21]([C:24]([F:27])([F:25])[F:26])=[CH:20][CH:19]=3)=[CH:16][CH:17]=2)[CH:5]=[CH:6][C:7]=1[O:8][CH2:29][C:30]([O:32][C:33]([CH3:36])([CH3:35])[CH3:34])=[O:31]. Given the reactants [F:1][C:2]1[CH:3]=[C:4]([CH2:9][CH2:10][C:11]([C:13]2[S:14][C:15]([C:18]3[CH:23]=[CH:22][C:21]([C:24]([F:27])([F:26])[F:25])=[CH:20][CH:19]=3)=[CH:16][CH:17]=2)=[O:12])[CH:5]=[CH:6][C:7]=1[OH:8].Br[CH2:29][C:30]([O:32][C:33]([CH3:36])([CH3:35])[CH3:34])=[O:31], predict the reaction product.